Dataset: Forward reaction prediction with 1.9M reactions from USPTO patents (1976-2016). Task: Predict the product of the given reaction. (1) Given the reactants [CH2:1]([Mg]Cl)[CH:2]=[CH2:3].[O:6]1[C:10]2([CH2:15][CH2:14][C:13](=[N:16][S:17]([C:19]([CH3:22])([CH3:21])[CH3:20])=[O:18])[CH2:12][CH2:11]2)[O:9][CH2:8][CH2:7]1, predict the reaction product. The product is: [CH2:3]([C:13]1([NH:16][S:17]([C:19]([CH3:22])([CH3:21])[CH3:20])=[O:18])[CH2:12][CH2:11][C:10]2([O:9][CH2:8][CH2:7][O:6]2)[CH2:15][CH2:14]1)[CH:2]=[CH2:1]. (2) Given the reactants CC(C)([O-])C.[K+].[C:7]([CH2:9]P(=O)(OCC)OCC)#[N:8].[CH:18]([NH:21][C:22](=[O:34])[C:23]1[CH:28]=[CH:27][C:26]([N:29]2[CH2:32][C:31](=O)[CH2:30]2)=[CH:25][CH:24]=1)([CH3:20])[CH3:19], predict the reaction product. The product is: [C:7]([CH:9]=[C:31]1[CH2:32][N:29]([C:26]2[CH:27]=[CH:28][C:23]([C:22]([NH:21][CH:18]([CH3:20])[CH3:19])=[O:34])=[CH:24][CH:25]=2)[CH2:30]1)#[N:8]. (3) Given the reactants [F:1][C:2]1[C:3]([C:27](O)=[O:28])=[CH:4][C:5]2[N:9]=[C:8]([NH:10][C:11]3[S:12][C:13]4[CH:19]=[C:18]([O:20][C:21]([F:24])([F:23])[F:22])[CH:17]=[CH:16][C:14]=4[N:15]=3)[N:7]([CH3:25])[C:6]=2[CH:26]=1.C(O)(=O)C.[CH3:34][N:35]([CH3:40])[C:36](=[O:39])[CH2:37][NH2:38].CN(C(ON1N=NC2C=CC=CC1=2)=[N+](C)C)C.F[P-](F)(F)(F)(F)F.CCN(C(C)C)C(C)C, predict the reaction product. The product is: [CH3:34][N:35]([CH3:40])[C:36]([CH2:37][NH:38][C:27]([C:3]1[C:2]([F:1])=[CH:26][C:6]2[N:7]([CH3:25])[C:8]([NH:10][C:11]3[S:12][C:13]4[CH:19]=[C:18]([O:20][C:21]([F:22])([F:23])[F:24])[CH:17]=[CH:16][C:14]=4[N:15]=3)=[N:9][C:5]=2[CH:4]=1)=[O:28])=[O:39].